This data is from Catalyst prediction with 721,799 reactions and 888 catalyst types from USPTO. The task is: Predict which catalyst facilitates the given reaction. (1) Reactant: [NH2:1][C@H:2]1[CH2:6][CH2:5][N:4]([CH2:7][CH2:8][C@@H:9]2[CH2:13][S:12][C:11]([C:14]3[NH:15][C:16]4[C:21]([CH:22]=3)=[CH:20][C:19]([Cl:23])=[CH:18][C:17]=4[NH:24][CH:25]3[CH2:30][CH2:29][O:28][CH2:27][CH2:26]3)=[N:10]2)[CH2:3]1.C(N(C(C)C)CC)(C)C.[C:40](Cl)(=[O:42])[CH3:41].O. The catalyst class is: 4. Product: [Cl:23][C:19]1[CH:20]=[C:21]2[C:16](=[C:17]([NH:24][CH:25]3[CH2:30][CH2:29][O:28][CH2:27][CH2:26]3)[CH:18]=1)[NH:15][C:14]([C:11]1[S:12][CH2:13][C@@H:9]([CH2:8][CH2:7][N:4]3[CH2:5][CH2:6][C@H:2]([NH:1][C:40](=[O:42])[CH3:41])[CH2:3]3)[N:10]=1)=[CH:22]2. (2) Reactant: [CH3:1][O:2][CH2:3][O:4][C:5]1[CH:12]=[CH:11][CH:10]=[CH:9][C:6]=1[CH2:7]O.C[C:14]1[CH:19]=[CH:18][CH:17]=[C:16]([CH3:20])[N:15]=1.C[S:22](OS(C)(=O)=O)(=O)=O.[Br-].[Li+]. Product: [CH3:1][O:2][CH2:3][O:4][C:5]1[CH:12]=[CH:11][CH:10]=[CH:9][C:6]=1[CH2:7][S:22][C:19]1[CH:18]=[CH:17][C:16]([NH2:15])=[CH:20][CH:14]=1. The catalyst class is: 20. (3) The catalyst class is: 102. Reactant: Br[C:2]1[C:3]([NH2:8])=[N:4][CH:5]=[CH:6][CH:7]=1.C1(P(C2C=CC=CC=2)C2C3OC4C(=CC=CC=4P(C4C=CC=CC=4)C4C=CC=CC=4)C(C)(C)C=3C=CC=2)C=CC=CC=1.C(N(C(C)C)C(C)C)C.[C:60]1([SH:66])[CH:65]=[CH:64][CH:63]=[CH:62][CH:61]=1. Product: [C:60]1([S:66][C:2]2[C:3]([NH2:8])=[N:4][CH:5]=[CH:6][CH:7]=2)[CH:65]=[CH:64][CH:63]=[CH:62][CH:61]=1. (4) Reactant: [N:1]([CH2:4][CH:5]1[O:10][C:9]2[C:11](Br)=[CH:12][CH:13]=[CH:14][C:8]=2[N:7]([C:16]([O:18][C:19]([CH3:22])([CH3:21])[CH3:20])=[O:17])[CH2:6]1)=[N+:2]=[N-:3].[Cl:23][C:24]1[CH:29]=[CH:28][C:27]([Cl:30])=[CH:26][C:25]=1B(O)O.C(=O)([O-])[O-].[K+].[K+]. Product: [N:1]([CH2:4][CH:5]1[O:10][C:9]2[C:11]([C:28]3[CH:29]=[C:24]([Cl:23])[CH:25]=[CH:26][C:27]=3[Cl:30])=[CH:12][CH:13]=[CH:14][C:8]=2[N:7]([C:16]([O:18][C:19]([CH3:22])([CH3:21])[CH3:20])=[O:17])[CH2:6]1)=[N+:2]=[N-:3]. The catalyst class is: 38. (5) Reactant: [OH:1][C:2]1[CH:7]=[CH:6][C:5]([C:8]([N:10]2[CH2:15][CH2:14][N:13]([CH3:16])[CH2:12][CH2:11]2)=[O:9])=[C:4]([O:17][CH3:18])[CH:3]=1.C(Cl)Cl.[S:22](O[S:22]([C:25]([F:28])([F:27])[F:26])(=[O:24])=[O:23])([C:25]([F:28])([F:27])[F:26])(=[O:24])=[O:23]. Product: [CH3:18][O:17][C:4]1[CH:3]=[C:2]([O:1][S:22]([C:25]([F:28])([F:27])[F:26])(=[O:24])=[O:23])[CH:7]=[CH:6][C:5]=1[C:8]([N:10]1[CH2:11][CH2:12][N:13]([CH3:16])[CH2:14][CH2:15]1)=[O:9]. The catalyst class is: 6. (6) Reactant: [NH2:1][C:2]1[C:3]([NH:23][C:24]2[CH:25]=[C:26]([NH:30][C:31](=[O:37])[O:32][C:33]([CH3:36])([CH3:35])[CH3:34])[CH:27]=[CH:28][CH:29]=2)=[N:4][CH:5]=[N:6][C:7]=1[N:8]([CH2:16][C:17]1[CH:22]=[CH:21][CH:20]=[CH:19][CH:18]=1)[CH2:9][C:10]1[CH:15]=[CH:14][CH:13]=[CH:12][CH:11]=1.Cl[C:39](Cl)([O:41]C(=O)OC(Cl)(Cl)Cl)Cl. Product: [CH2:16]([N:8]([CH2:9][C:10]1[CH:11]=[CH:12][CH:13]=[CH:14][CH:15]=1)[C:7]1[N:6]=[CH:5][N:4]=[C:3]2[C:2]=1[NH:1][C:39](=[O:41])[N:23]2[C:24]1[CH:25]=[C:26]([NH:30][C:31](=[O:37])[O:32][C:33]([CH3:34])([CH3:36])[CH3:35])[CH:27]=[CH:28][CH:29]=1)[C:17]1[CH:22]=[CH:21][CH:20]=[CH:19][CH:18]=1. The catalyst class is: 2. (7) Reactant: [F:1][C:2]1[C:7]2[O:8][CH2:9][C:10]3[C:15]([C:6]=2[CH:5]=[CH:4][C:3]=1[OH:20])=[CH:14][C:13]([NH:16][C:17](=[O:19])[CH3:18])=[N:12][CH:11]=3.C(O)(C(F)(F)F)=O.C(=O)([O-])[O-].[K+].[K+].CS(O[CH2:39][C@@H:40]([NH:45][C:46]([O:48][C:49]([CH3:52])([CH3:51])[CH3:50])=[O:47])[CH2:41][CH:42]([CH3:44])[CH3:43])(=O)=O. Product: [C:17]([NH:16][C:13]1[CH:14]=[C:15]2[C:6]3[CH:5]=[CH:4][C:3]([O:20][CH2:39][C@@H:40]([NH:45][C:46](=[O:47])[O:48][C:49]([CH3:50])([CH3:51])[CH3:52])[CH2:41][CH:42]([CH3:43])[CH3:44])=[C:2]([F:1])[C:7]=3[O:8][CH2:9][C:10]2=[CH:11][N:12]=1)(=[O:19])[CH3:18]. The catalyst class is: 18. (8) Reactant: [CH:1]([C:4]1[CH:9]=[CH:8][C:7]([C:10]2[N:11]=[N:12][NH:13][N:14]=2)=[CH:6][CH:5]=1)([CH3:3])[CH3:2].O[CH2:16][C:17]([CH3:23])([CH3:22])[C:18]([O:20][CH3:21])=[O:19].C1C=CC(P(C2C=CC=CC=2)C2C=CC=CC=2)=CC=1.CCOC(/N=N/C(OCC)=O)=O. Product: [CH:1]([C:4]1[CH:5]=[CH:6][C:7]([C:10]2[N:11]=[N:12][N:13]([CH2:16][C:17]([CH3:23])([CH3:22])[C:18]([O:20][CH3:21])=[O:19])[N:14]=2)=[CH:8][CH:9]=1)([CH3:3])[CH3:2]. The catalyst class is: 1. (9) Reactant: [O:1]1[CH:5]=[CH:4][CH:3]=[C:2]1[CH2:6][NH:7][C:8]1[N:13]=[C:12]2[C:14]([CH3:18])([CH3:17])[CH2:15][CH2:16][C:11]2=[CH:10][C:9]=1[C:19]([OH:21])=O.CC(C)[CH2:24][NH:25][CH:26]1[CH2:31][CH2:30][CH2:29][N:28]([C:32]([O:34][C:35]([CH3:38])([CH3:37])[CH3:36])=[O:33])[CH2:27]1.[CH:40](N(CC)C(C)C)(C)C.F[P-](F)(F)(F)(F)F.ClC(N(C)C)=[N+](C)C.Cl[CH2:65][CH2:66]Cl. Product: [O:1]1[CH:5]=[CH:4][CH:3]=[C:2]1[CH2:6][NH:7][C:8]1[N:13]=[C:12]2[C:14]([CH3:17])([CH3:18])[CH2:15][CH2:16][C:11]2=[CH:10][C:9]=1[C:19]([N:25]([CH2:24][CH:65]([CH3:66])[CH3:40])[CH:26]1[CH2:31][CH2:30][CH2:29][N:28]([C:32]([O:34][C:35]([CH3:37])([CH3:36])[CH3:38])=[O:33])[CH2:27]1)=[O:21]. The catalyst class is: 662.